From a dataset of Reaction yield outcomes from USPTO patents with 853,638 reactions. Predict the reaction yield, written as a fraction of the theoretical maximum amount of product (1.0 means a 100% yield; for example, 0.34 means a 34% yield). (1) The yield is 0.730. The reactants are [NH2:1][CH2:2][C@H:3]([OH:5])[CH3:4].[CH:6](=O)[C:7]1[CH:12]=[CH:11][CH:10]=[CH:9][CH:8]=1.S([O-])([O-])(=O)=O.[Mg+2].[BH4-].[Na+]. The catalyst is CO.ClCCl. The product is [CH2:6]([NH:1][CH2:2][C@H:3]([OH:5])[CH3:4])[C:7]1[CH:12]=[CH:11][CH:10]=[CH:9][CH:8]=1. (2) The reactants are [F:1][C:2]1[CH:7]=[CH:6][CH:5]=[CH:4][C:3]=1[C@@H:8]([N:20]1[CH2:25][CH2:24][CH2:23][CH2:22][CH2:21]1)[C:9]([O:11][C@H](C1C=CC=CC=1)C)=[O:10]. The catalyst is C(O)C.[OH-].[OH-].[Pd+2]. The product is [F:1][C:2]1[CH:7]=[CH:6][CH:5]=[CH:4][C:3]=1[C@@H:8]([N:20]1[CH2:25][CH2:24][CH2:23][CH2:22][CH2:21]1)[C:9]([OH:11])=[O:10]. The yield is 0.980. (3) The reactants are CC(OC([N:8]1[CH2:13][CH2:12][CH:11]([C:14]([OH:16])=O)[CH2:10][CH2:9]1)=O)(C)C.[F:17][C:18]([F:28])([F:27])[C:19]1[CH:24]=[CH:23][CH:22]=[CH:21][C:20]=1[CH2:25][NH2:26].C(N(C(C)C)CC)(C)C.CCN=C=NCCCN(C)C. The catalyst is CN(C1C=CN=CC=1)C.C(Cl)Cl. The product is [F:17][C:18]([F:27])([F:28])[C:19]1[CH:24]=[CH:23][CH:22]=[CH:21][C:20]=1[CH2:25][NH:26][C:14]([CH:11]1[CH2:10][CH2:9][NH:8][CH2:13][CH2:12]1)=[O:16]. The yield is 0.970. (4) The reactants are Br[C:2]1[C:7]([O:8][CH2:9][CH3:10])=[CH:6][CH:5]=[CH:4][C:3]=1[CH:11]1[O:15][CH2:14][CH2:13][O:12]1.[Li]CCCC.[B:21](OC(C)C)([O:26][CH:27]([CH3:29])[CH3:28])[O:22][CH:23]([CH3:25])[CH3:24]. The product is [O:12]1[CH2:13][CH2:14][O:15][CH:11]1[C:3]1[CH:4]=[CH:5][CH:6]=[C:7]([O:8][CH2:9][CH3:10])[C:2]=1[B:21]([O:26][CH:27]([CH3:29])[CH3:28])[O:22][CH:23]([CH3:25])[CH3:24]. The yield is 0.870. The catalyst is C1COCC1.